The task is: Predict the reaction yield, written as a fraction of the theoretical maximum amount of product (1.0 means a 100% yield; for example, 0.34 means a 34% yield).. This data is from Reaction yield outcomes from USPTO patents with 853,638 reactions. (1) The reactants are Cl[C:2]1[N:7]=[C:6]([N:8]2[CH2:13][CH2:12][CH:11]([CH3:14])[CH2:10][CH2:9]2)[CH:5]=[CH:4][N:3]=1.[NH2:15][C:16]1[NH:17][N:18]=[C:19]([CH3:21])[CH:20]=1.C(=O)([O-])[O-].[K+].[K+]. The catalyst is C(O)CCC. The yield is 0.500. The product is [CH3:14][CH:11]1[CH2:12][CH2:13][N:8]([C:6]2[CH:5]=[CH:4][N:3]=[C:2]([NH:15][C:16]3[NH:17][N:18]=[C:19]([CH3:21])[CH:20]=3)[N:7]=2)[CH2:9][CH2:10]1. (2) The yield is 0.550. The catalyst is C1COCC1.O. The product is [OH:11][C:8]1[C:5]([CH:6]=[O:7])=[CH:4][C:3]([O:2][CH3:1])=[N:10][CH:9]=1. The reactants are [CH3:1][O:2][C:3]1[CH:4]=[C:5]([C:8]([O:11]COC)=[CH:9][N:10]=1)[CH:6]=[O:7].Cl. (3) The reactants are [Cl:1][C:2]1[CH:3]=[C:4]([CH:6]=[CH:7][C:8]=1[Cl:9])[NH2:5].C(O[BH-](OC(=O)C)OC(=O)C)(=O)C.[Na+].C(O)(=O)C.[C:28]([O:32][C:33]([N:35]1[CH2:40][CH2:39][C:38]2([CH2:45][CH2:44][C:43](=O)[CH2:42][CH2:41]2)[CH2:37][CH2:36]1)=[O:34])([CH3:31])([CH3:30])[CH3:29]. The catalyst is ClCCCl. The product is [C:28]([O:32][C:33]([N:35]1[CH2:40][CH2:39][C:38]2([CH2:45][CH2:44][CH:43]([NH:5][C:4]3[CH:6]=[CH:7][C:8]([Cl:9])=[C:2]([Cl:1])[CH:3]=3)[CH2:42][CH2:41]2)[CH2:37][CH2:36]1)=[O:34])([CH3:31])([CH3:29])[CH3:30]. The yield is 0.300. (4) No catalyst specified. The product is [ClH:24].[NH:8]1[CH2:9][CH:10]([C:12]2[C:17]([C:18]3[CH:23]=[CH:22][CH:21]=[CH:20][CH:19]=3)=[CH:16][CH:15]=[CH:14][N:13]=2)[CH2:11]1. The yield is 1.00. The reactants are C(OC([N:8]1[CH2:11][CH:10]([C:12]2[C:17]([C:18]3[CH:23]=[CH:22][CH:21]=[CH:20][CH:19]=3)=[CH:16][CH:15]=[CH:14][N:13]=2)[CH2:9]1)=O)(C)(C)C.[ClH:24].CO. (5) The reactants are [Br:1][C:2]1[CH:3]=[C:4]([N+:9]([O-:11])=[O:10])[C:5](=O)[NH:6][CH:7]=1.P(Br)(Br)([Br:14])=O.N1C=CC=CC=1. The catalyst is C1(C)C=CC=CC=1.CN(C=O)C. The product is [Br:14][C:5]1[C:4]([N+:9]([O-:11])=[O:10])=[CH:3][C:2]([Br:1])=[CH:7][N:6]=1. The yield is 1.00. (6) The reactants are [F:1][C:2]([F:21])([F:20])[C:3]1[C:11]([C:12]#[N:13])=[CH:10][CH:9]=[C:8]2[C:4]=1[CH:5]=[C:6]([CH2:14][CH2:15][C:16]([F:19])([F:18])[F:17])[NH:7]2.C([O-])([O-])=O.[Cs+].[Cs+].Cl[CH2:29][C:30]1[N:34]=[C:33]([C:35]2[CH:40]=[CH:39][CH:38]=[C:37]([C:41]([F:44])([F:43])[F:42])[CH:36]=2)[O:32][N:31]=1. The catalyst is C(#N)C. The product is [F:21][C:2]([F:1])([F:20])[C:3]1[C:11]([C:12]#[N:13])=[CH:10][CH:9]=[C:8]2[C:4]=1[CH:5]=[C:6]([CH2:14][CH2:15][C:16]([F:19])([F:18])[F:17])[N:7]2[CH2:29][C:30]1[N:34]=[C:33]([C:35]2[CH:40]=[CH:39][CH:38]=[C:37]([C:41]([F:44])([F:42])[F:43])[CH:36]=2)[O:32][N:31]=1. The yield is 0.240. (7) The reactants are [CH3:1][C:2]1[O:6][C:5]([C:7]2[CH:12]=[CH:11][C:10]([CH3:13])=[CH:9][CH:8]=2)=[N:4][C:3]=1[CH2:14][CH2:15][O:16][C:17]1[CH:18]=[C:19]2[C:23](=[CH:24][CH:25]=1)[C@H:22]([CH2:26][C:27]([O:29]CC)=[O:28])[CH2:21][CH2:20]2.[Li+].[OH-].O.Cl. The catalyst is C1COCC1.CCO. The product is [CH3:1][C:2]1[O:6][C:5]([C:7]2[CH:8]=[CH:9][C:10]([CH3:13])=[CH:11][CH:12]=2)=[N:4][C:3]=1[CH2:14][CH2:15][O:16][C:17]1[CH:18]=[C:19]2[C:23](=[CH:24][CH:25]=1)[C@H:22]([CH2:26][C:27]([OH:29])=[O:28])[CH2:21][CH2:20]2. The yield is 0.850. (8) The reactants are Cl.[NH:2]1[CH2:7][CH2:6][C:5](=[O:8])[CH2:4][CH2:3]1.[CH3:9][C:10]1[CH:15]=[CH:14][C:13]([S:16](Cl)(=[O:18])=[O:17])=[CH:12][CH:11]=1.C(=O)([O-])[O-].[K+].[K+]. The catalyst is C(#N)C. The product is [S:16]([N:2]1[CH2:7][CH2:6][C:5](=[O:8])[CH2:4][CH2:3]1)([C:13]1[CH:14]=[CH:15][C:10]([CH3:9])=[CH:11][CH:12]=1)(=[O:18])=[O:17]. The yield is 0.850.